This data is from Full USPTO retrosynthesis dataset with 1.9M reactions from patents (1976-2016). The task is: Predict the reactants needed to synthesize the given product. (1) Given the product [Cl:1][C:2]1[CH:3]=[CH:4][C:5]([N:8]2[C:16](=[O:17])[C:15]3[N:14]=[CH:13][N:12]([CH2:18][CH3:19])[C:11]=3[N:10]=[C:9]2[CH2:20][C:21]2[CH:22]=[N:23][C:24]([N:28]3[CH2:33][CH2:32][O:31][CH2:30][CH2:29]3)=[CH:25][CH:26]=2)=[CH:6][CH:7]=1, predict the reactants needed to synthesize it. The reactants are: [Cl:1][C:2]1[CH:7]=[CH:6][C:5]([N:8]2[C:16](=[O:17])[C:15]3[N:14]=[CH:13][N:12]([CH2:18][CH3:19])[C:11]=3[N:10]=[C:9]2[CH2:20][C:21]2[CH:22]=[N:23][C:24](Cl)=[CH:25][CH:26]=2)=[CH:4][CH:3]=1.[NH:28]1[CH2:33][CH2:32][O:31][CH2:30][CH2:29]1.[F-].[Cs+]. (2) Given the product [C:2]1([C:7]2[O:8][C:9]3[CH2:10][N:11]([C:16]4[CH:17]=[C:18]([CH:21]=[CH:22][CH:23]=4)[C:19]#[N:20])[CH2:12][CH2:13][C:14]=3[N:15]=2)[CH:25]=[CH:6][CH:5]=[CH:4][CH:3]=1, predict the reactants needed to synthesize it. The reactants are: N1[CH:6]=[CH:5][CH:4]=[CH:3][C:2]=1[C:7]1[O:8][C:9]2[CH2:10][N:11]([C:16]3[CH:17]=[C:18]([CH:21]=[CH:22][CH:23]=3)[C:19]#[N:20])[CH2:12][CH2:13][C:14]=2[N:15]=1.N1C=CC=C[C:25]=1C(O)=O. (3) Given the product [NH2:1][C:2]1[CH:10]=[CH:9][C:8]([CH2:11][N:12]2[CH2:17][CH2:16][O:15][CH2:14][CH2:13]2)=[CH:7][C:3]=1[C:4]([NH2:21])=[O:5], predict the reactants needed to synthesize it. The reactants are: [NH2:1][C:2]1[CH:10]=[CH:9][C:8]([CH2:11][N:12]2[CH2:17][CH2:16][O:15][CH2:14][CH2:13]2)=[CH:7][C:3]=1[C:4]([O-])=[O:5].[Li+].Cl.C[N:21](C)CCCN=C=NCC.C1C=CC2N(O)N=NC=2C=1.CN1CCOCC1.N. (4) Given the product [CH3:14][C:15]1[CH:20]=[C:19]([CH3:21])[N:18]=[C:17]([N:22]2[CH2:23][CH2:24][CH:25]([NH:28][CH2:3][CH:2]([OH:1])[CH2:4][O:5][C:6]3[CH:11]=[CH:10][CH:9]=[C:8]([CH2:12][OH:13])[CH:7]=3)[CH2:26][CH2:27]2)[N:16]=1, predict the reactants needed to synthesize it. The reactants are: [O:1]1[CH2:3][CH:2]1[CH2:4][O:5][C:6]1[CH:7]=[C:8]([CH2:12][OH:13])[CH:9]=[CH:10][CH:11]=1.[CH3:14][C:15]1[CH:20]=[C:19]([CH3:21])[N:18]=[C:17]([N:22]2[CH2:27][CH2:26][CH:25]([NH2:28])[CH2:24][CH2:23]2)[N:16]=1. (5) The reactants are: [C:1]([O:5][C:6]([N:8]1[CH2:14][CH2:13][C:12]2[CH:15]=[CH:16][CH:17]=[CH:18][C:11]=2[C:10]([NH:22][S:23]([C:26]2[S:27][C:28](Br)=[CH:29][CH:30]=2)(=[O:25])=[O:24])([N:19]([CH3:21])[CH3:20])[CH2:9]1)=[O:7])([CH3:4])([CH3:3])[CH3:2].[Cl:32][C:33]1[CH:38]=[CH:37][C:36](B(O)O)=[CH:35][CH:34]=1.C([O-])([O-])=O.[K+].[K+].C(O)C. Given the product [C:1]([O:5][C:6]([N:8]1[CH2:14][CH2:13][C:12]2[CH:15]=[CH:16][CH:17]=[CH:18][C:11]=2[C:10]([NH:22][S:23]([C:26]2[S:27][C:28]([C:36]3[CH:37]=[CH:38][C:33]([Cl:32])=[CH:34][CH:35]=3)=[CH:29][CH:30]=2)(=[O:25])=[O:24])([N:19]([CH3:21])[CH3:20])[CH2:9]1)=[O:7])([CH3:4])([CH3:3])[CH3:2], predict the reactants needed to synthesize it.